Dataset: Peptide-MHC class II binding affinity with 134,281 pairs from IEDB. Task: Regression. Given a peptide amino acid sequence and an MHC pseudo amino acid sequence, predict their binding affinity value. This is MHC class II binding data. (1) The peptide sequence is LHFSEALHIIAGTPE. The MHC is HLA-DPA10201-DPB10101 with pseudo-sequence HLA-DPA10201-DPB10101. The binding affinity (normalized) is 0.651. (2) The peptide sequence is KTLEAAFTVSSKRNL. The MHC is DRB1_1201 with pseudo-sequence DRB1_1201. The binding affinity (normalized) is 0.395. (3) The peptide sequence is EKKYFAATQFEWLAA. The MHC is DRB1_0101 with pseudo-sequence DRB1_0101. The binding affinity (normalized) is 0.624. (4) The peptide sequence is TEEQKLIEKINAGFK. The MHC is DRB4_0101 with pseudo-sequence DRB4_0103. The binding affinity (normalized) is 0.425. (5) The peptide sequence is SPKGISRMSMAMGTM. The MHC is DRB1_0404 with pseudo-sequence DRB1_0404. The binding affinity (normalized) is 0.347. (6) The peptide sequence is NGSYLNETHFSDQIE. The MHC is DRB1_0101 with pseudo-sequence DRB1_0101. The binding affinity (normalized) is 0.246. (7) The peptide sequence is QNLARTISEAGQAMA. The MHC is HLA-DQA10201-DQB10202 with pseudo-sequence HLA-DQA10201-DQB10202. The binding affinity (normalized) is 0.404.